This data is from Full USPTO retrosynthesis dataset with 1.9M reactions from patents (1976-2016). The task is: Predict the reactants needed to synthesize the given product. (1) Given the product [NH2:11][CH2:10][C@@H:9]([NH:22][C:23]1[S:24][C:25]([C:28]2[CH:29]=[C:30]3[C:35](=[CH:36][CH:37]=2)[CH:34]=[N:33][CH:32]=[CH:31]3)=[N:26][N:27]=1)[CH2:8][C:5]1[CH:6]=[CH:7][C:2]([F:1])=[CH:3][CH:4]=1, predict the reactants needed to synthesize it. The reactants are: [F:1][C:2]1[CH:7]=[CH:6][C:5]([CH2:8][C@H:9]([NH:22][C:23]2[S:24][C:25]([C:28]3[CH:29]=[C:30]4[C:35](=[CH:36][CH:37]=3)[CH:34]=[N:33][CH:32]=[CH:31]4)=[N:26][N:27]=2)[CH2:10][N:11]2C(=O)C3C=CC=CC=3C2=O)=[CH:4][CH:3]=1.O=C1C2C=CC=CC=2C(=O)N1C[C@@H](NC(NNC(C1C=C2C(=CC=1)C=NC=C2)=O)=S)CC1C=CC(F)=CC=1. (2) Given the product [F:8][C:5]1[C:4]([C:9]2[CH:14]=[CH:13][C:12]([N:15]3[C@@H:19]([C:20]4[CH:25]=[CH:24][CH:23]=[CH:22][CH:21]=4)[C:18]([CH3:27])([CH3:26])[O:17][C:16]3=[O:28])=[CH:11][CH:10]=2)=[CH:3][C:2]([B:29]2[O:33][C:32]([CH3:35])([CH3:34])[C:31]([CH3:37])([CH3:36])[O:30]2)=[CH:7][N:6]=1, predict the reactants needed to synthesize it. The reactants are: Br[C:2]1[CH:3]=[C:4]([C:9]2[CH:14]=[CH:13][C:12]([N:15]3[C@@H:19]([C:20]4[CH:25]=[CH:24][CH:23]=[CH:22][CH:21]=4)[C:18]([CH3:27])([CH3:26])[O:17][C:16]3=[O:28])=[CH:11][CH:10]=2)[C:5]([F:8])=[N:6][CH:7]=1.[B:29]1([B:29]2[O:33][C:32]([CH3:35])([CH3:34])[C:31]([CH3:37])([CH3:36])[O:30]2)[O:33][C:32]([CH3:35])([CH3:34])[C:31]([CH3:37])([CH3:36])[O:30]1.C([O-])(=O)C.[K+]. (3) Given the product [F:77][C:71]1[C:72]([F:76])=[CH:73][CH:74]=[CH:75][C:70]=1[CH2:69][S:68][C:54]1[N:53]=[C:52]([NH:10][S:7]([N:1]2[CH2:6][CH2:5][O:4][CH2:3][CH2:2]2)(=[O:9])=[O:8])[CH:57]=[C:56]([O:58][C@@H:59]([C@@H:61]2[CH2:65][O:64][C:63]([CH3:66])([CH3:67])[O:62]2)[CH3:60])[N:55]=1, predict the reactants needed to synthesize it. The reactants are: [N:1]1([S:7]([NH2:10])(=[O:9])=[O:8])[CH2:6][CH2:5][O:4][CH2:3][CH2:2]1.C1(P(C2CCCCC2)C2C=CC=CC=2C2C(C(C)C)=CC(C(C)C)=CC=2C(C)C)CCCCC1.C(=O)([O-])[O-].[Cs+].[Cs+].Cl[C:52]1[CH:57]=[C:56]([O:58][C@@H:59]([C@@H:61]2[CH2:65][O:64][C:63]([CH3:67])([CH3:66])[O:62]2)[CH3:60])[N:55]=[C:54]([S:68][CH2:69][C:70]2[CH:75]=[CH:74][CH:73]=[C:72]([F:76])[C:71]=2[F:77])[N:53]=1. (4) Given the product [C:9]([C:8]([C:4]1[CH:3]=[C:2]([NH:1][C:20](=[O:21])[O:22][C:23]2[CH:28]=[CH:27][CH:26]=[CH:25][CH:24]=2)[CH:7]=[CH:6][CH:5]=1)([CH3:12])[CH3:11])#[N:10], predict the reactants needed to synthesize it. The reactants are: [NH2:1][C:2]1[CH:3]=[C:4]([C:8]([CH3:12])([CH3:11])[C:9]#[N:10])[CH:5]=[CH:6][CH:7]=1.C(=O)([O-])[O-].[K+].[K+].Cl[C:20]([O:22][C:23]1[CH:28]=[CH:27][CH:26]=[CH:25][CH:24]=1)=[O:21]. (5) Given the product [ClH:24].[NH:11]1[CH2:10][CH2:9][CH:8]([N:7]2[CH:3]=[CH:4][NH:5][C:6]2=[O:21])[CH2:13][CH2:12]1, predict the reactants needed to synthesize it. The reactants are: CO[CH:3](OC)[CH2:4][NH:5][C:6](=[O:21])[NH:7][CH:8]1[CH2:13][CH2:12][N:11](C(OC(C)(C)C)=O)[CH2:10][CH2:9]1.[ClH:24]. (6) Given the product [Si:18]([O:25][C:26]1[CH:31]=[CH:30][C:29]([N:12]2[CH:13]=[CH:14][C:15]3[O:16][C:8]([C:5]4[CH:4]=[CH:3][C:2]([Cl:1])=[CH:7][CH:6]=4)=[CH:9][C:10]=3[C:11]2=[O:17])=[CH:28][C:27]=1[O:35][CH3:36])([C:21]([CH3:24])([CH3:23])[CH3:22])([CH3:19])[CH3:20], predict the reactants needed to synthesize it. The reactants are: [Cl:1][C:2]1[CH:7]=[CH:6][C:5]([C:8]2[O:16][C:15]3[CH:14]=[CH:13][NH:12][C:11](=[O:17])[C:10]=3[CH:9]=2)=[CH:4][CH:3]=1.[Si:18]([O:25][C:26]1[CH:31]=[CH:30][C:29](B(O)O)=[CH:28][C:27]=1[O:35][CH3:36])([C:21]([CH3:24])([CH3:23])[CH3:22])([CH3:20])[CH3:19].C(N(CC)CC)C.N1C=CC=CC=1.